Task: Regression/Classification. Given a drug SMILES string, predict its absorption, distribution, metabolism, or excretion properties. Task type varies by dataset: regression for continuous measurements (e.g., permeability, clearance, half-life) or binary classification for categorical outcomes (e.g., BBB penetration, CYP inhibition). For this dataset (b3db_regression), we predict Y.. Dataset: Blood-brain barrier permeability regression values from the B3DB database (1) The molecule is CN(C1CCN(CC1)C[C@@H](COC2=CC(=C(C=C2)F)F)O)C3=NC4=CC=CC=C4S3. The Y is 0.590 log(BB ratio). (2) The compound is C1CCN(C1)CCN2C=CC3=C2C=C(C=C3)NC(=O)CC4=CC=C(C=C4)OCC5=CC=CC=C5. The Y is -0.590 log(BB ratio). (3) The drug is COC(=O)NC1=NC2=C(N1)C=C(C=C2)C(=O)N3CCN(CC3)C4=CC=CC=N4. The Y is -1.40 log(BB ratio).